From a dataset of Full USPTO retrosynthesis dataset with 1.9M reactions from patents (1976-2016). Predict the reactants needed to synthesize the given product. (1) Given the product [C:11]1([C:33]2[CH:34]=[CH:35][CH:36]=[CH:37][CH:38]=2)[CH:12]=[CH:13][C:14]([CH2:17][C@@H:18]([NH:22][C:21]([O:32][C:40]([CH3:45])([CH3:41])[CH3:39])=[O:57])[CH2:19][C:20](=[CH2:50])[C:48]([OH:56])=[O:49])=[CH:15][CH:16]=1, predict the reactants needed to synthesize it. The reactants are: [Li+].C[Si]([N-][Si](C)(C)C)(C)C.[C:11]1([C:33]2[CH:38]=[CH:37][CH:36]=[CH:35][CH:34]=2)[CH:16]=[CH:15][C:14]([CH2:17][C@H:18]2[N:22](CC3C=CC(OC)=CC=3)[C:21](=[O:32])[CH2:20][CH2:19]2)=[CH:13][CH:12]=1.[C:39](Cl)(=O)[C:40]1[CH:45]=CC=C[CH:41]=1.[CH2:48]=[O:49].[C:50]([O-])([O-])=O.[K+].[K+].[OH2:56].[OH-:57].[Li+].P(=O)(O)(O)O. (2) Given the product [NH2:1][C:2]1[CH:7]=[CH:6][C:5]([Cl:8])=[CH:4][C:3]=1[CH:9]([C:11]1[CH:16]=[CH:15][CH:14]=[C:13]([O:17][CH3:18])[C:12]=1[CH3:19])[OH:10], predict the reactants needed to synthesize it. The reactants are: [NH2:1][C:2]1[CH:7]=[CH:6][C:5]([Cl:8])=[CH:4][C:3]=1[C:9]([C:11]1[CH:16]=[CH:15][CH:14]=[C:13]([O:17][CH3:18])[C:12]=1[CH3:19])=[O:10].[BH4-].[Na+].O. (3) Given the product [F:1][C:2]1[CH:7]=[CH:6][CH:5]=[CH:4][C:3]=1[N:11]1[CH:15]=[N:14][C:13]([C:16]([OH:18])=[O:17])=[N:12]1, predict the reactants needed to synthesize it. The reactants are: [F:1][C:2]1[CH:7]=[CH:6][CH:5]=[CH:4][C:3]=1B(O)O.[NH:11]1[CH:15]=[N:14][C:13]([C:16]([O:18]C)=[O:17])=[N:12]1.ClC1C=C(N2C=NC(C(O)=O)=N2)C=CC=1. (4) Given the product [CH2:1]([C:3](=[CH:6][CH2:7][C@H:8]1[CH2:12][CH:11]=[C:10]([CH3:13])[C:9]1([CH3:14])[CH3:15])[CH2:4][OH:5])[CH3:2], predict the reactants needed to synthesize it. The reactants are: [CH2:1]([C:3](=[CH:6][CH2:7][C@H:8]1[CH2:12][CH:11]=[C:10]([CH3:13])[C:9]1([CH3:15])[CH3:14])[CH:4]=[O:5])[CH3:2].C(O)(=O)C1C=CC=CC=1. (5) Given the product [Cl:17][C:18]1[CH:19]=[C:20]([C:21]([NH:14][CH2:13][C:9]2[CH:10]=[CH:11][CH:12]=[C:7]([O:6][Si:5]([C:2]([CH3:1])([CH3:3])[CH3:4])([CH3:16])[CH3:15])[CH:8]=2)=[O:22])[CH:24]=[C:25]([Cl:28])[C:26]=1[OH:27], predict the reactants needed to synthesize it. The reactants are: [CH3:1][C:2]([Si:5]([CH3:16])([CH3:15])[O:6][C:7]1[CH:8]=[C:9]([CH2:13][NH2:14])[CH:10]=[CH:11][CH:12]=1)([CH3:4])[CH3:3].[Cl:17][C:18]1[CH:19]=[C:20]([CH:24]=[C:25]([Cl:28])[C:26]=1[OH:27])[C:21](O)=[O:22].CN([P+](ON1N=NC2C=CC=CC1=2)(N(C)C)N(C)C)C.F[P-](F)(F)(F)(F)F.C(N(C(C)C)CC)(C)C. (6) Given the product [C:24]([C:26]1([NH:29][C:30]([C@@H:32]2[CH2:33][C@@H:34]([S:11][C:8]3[CH:9]=[CH:10][C:5]([O:4][CH2:3][C:2]([F:1])([F:16])[F:17])=[CH:6][C:7]=3[C:12]([F:13])([F:14])[F:15])[CH2:35][N:36]2[C:37]([C:39]2([CH3:42])[CH2:41][CH2:40]2)=[O:38])=[O:31])[CH2:27][CH2:28]1)#[N:25], predict the reactants needed to synthesize it. The reactants are: [F:1][C:2]([F:17])([F:16])[CH2:3][O:4][C:5]1[CH:10]=[CH:9][C:8]([SH:11])=[C:7]([C:12]([F:15])([F:14])[F:13])[CH:6]=1.CC(C)([O-])C.[K+].[C:24]([C:26]1([NH:29][C:30]([C@H:32]2[N:36]([C:37]([C:39]3([CH3:42])[CH2:41][CH2:40]3)=[O:38])[CH2:35][C@@H:34](OS(C3C=CC=CC=3)(=O)=O)[CH2:33]2)=[O:31])[CH2:28][CH2:27]1)#[N:25].O. (7) Given the product [CH3:15][C:10]1([C:6]2[CH:5]=[C:4]([CH:9]=[CH:8][CH:7]=2)[CH:24]=[O:25])[O:14][CH2:13][CH2:12][O:11]1, predict the reactants needed to synthesize it. The reactants are: N#N.Br[C:4]1[CH:5]=[C:6]([C:10]2([CH3:15])[O:14][CH2:13][CH2:12][O:11]2)[CH:7]=[CH:8][CH:9]=1.[Li]CCCC.CN([CH:24]=[O:25])C.[NH4+].[Cl-].